Dataset: Catalyst prediction with 721,799 reactions and 888 catalyst types from USPTO. Task: Predict which catalyst facilitates the given reaction. (1) Product: [Cl:1][C:2]1[CH:7]=[C:6]([C:8]#[C:9][C:10]2[N:11]=[C:12]([CH3:15])[N:13]([C:20]3[CH:21]=[CH:22][C:17]([Cl:16])=[CH:18][CH:19]=3)[CH:14]=2)[CH:5]=[CH:4][N:3]=1. Reactant: [Cl:1][C:2]1[CH:7]=[C:6]([C:8]#[C:9][C:10]2[N:11]=[C:12]([CH3:15])[NH:13][CH:14]=2)[CH:5]=[CH:4][N:3]=1.[Cl:16][C:17]1[CH:22]=[CH:21][C:20](B(O)O)=[CH:19][CH:18]=1. The catalyst class is: 4. (2) Reactant: [ClH:1].[CH3:2][C@H:3]([N:11]([CH2:13][C:14]1[CH:15]=[CH:16][CH:17]=[CH:18][CH:19]=1)[CH3:12])[CH2:4][C:5]1[CH:6]=[CH:7][CH:8]=[CH:9][CH:10]=1. Product: [CH3:2][C@H:3]([N:11]([CH2:13][C:14]1[CH:19]=[CH:18][CH:17]=[CH:16][CH:15]=1)[CH3:12])[CH2:4][C:5]1[CH:10]=[CH:9][CH:8]=[CH:7][CH:6]=1.[ClH:1]. The catalyst class is: 13. (3) The catalyst class is: 31. Product: [CH3:1][C:2]1([CH3:25])[CH2:7][N:6]([S:8]([C:11]2[C:16]([CH3:17])=[CH:15][C:14]([CH3:18])=[CH:13][C:12]=2[CH3:19])(=[O:9])=[O:10])[CH:5]([CH2:20][C:21]([NH:68][CH:59]2[C:67]3[C:62](=[CH:63][CH:64]=[CH:65][CH:66]=3)[CH2:61][CH2:60]2)=[O:23])[C:4](=[O:24])[NH:3]1. Reactant: [CH3:1][C:2]1([CH3:25])[CH2:7][N:6]([S:8]([C:11]2[C:16]([CH3:17])=[CH:15][C:14]([CH3:18])=[CH:13][C:12]=2[CH3:19])(=[O:10])=[O:9])[CH:5]([CH2:20][C:21]([OH:23])=O)[C:4](=[O:24])[NH:3]1.CCN(C(C)C)C(C)C.CN(C(ON1N=NC2C=CC=NC1=2)=[N+](C)C)C.F[P-](F)(F)(F)(F)F.[C@H:59]1([NH2:68])[C:67]2[C:62](=[CH:63][CH:64]=[CH:65][CH:66]=2)[CH2:61][CH2:60]1.